Dataset: Forward reaction prediction with 1.9M reactions from USPTO patents (1976-2016). Task: Predict the product of the given reaction. (1) Given the reactants [BH4-].[Na+].CO.[F:5][C:6]1[CH:7]=[C:8]2[C:12](=[CH:13][C:14]=1[F:15])[C:11](=[O:16])[CH2:10][CH2:9]2, predict the reaction product. The product is: [F:5][C:6]1[CH:7]=[C:8]2[C:12](=[CH:13][C:14]=1[F:15])[CH:11]([OH:16])[CH2:10][CH2:9]2. (2) Given the reactants [OH:1][C@H:2]1[C@H:7]([NH:8][C:9](=[O:15])[O:10][C:11]([CH3:14])([CH3:13])[CH3:12])[CH:6]=[C:5]([C:16]2[CH:21]=[CH:20][N:19]=[CH:18][C:17]=2[N+:22]([O-:24])=[O:23])[CH2:4][C@@H:3]1[CH3:25].[C:26]([O:30][CH3:31])(=[O:29])[CH:27]=[CH2:28].C(=O)([O-])[O-].[Cs+].[Cs+].C([O-])(O)=O.[Na+], predict the reaction product. The product is: [C:11]([O:10][C:9]([NH:8][C@@H:7]1[CH:6]=[C:5]([C:16]2[CH:21]=[CH:20][N:19]=[CH:18][C:17]=2[N+:22]([O-:24])=[O:23])[CH2:4][C@H:3]([CH3:25])[C@H:2]1[O:1][CH2:28][CH2:27][C:26]([O:30][CH3:31])=[O:29])=[O:15])([CH3:12])([CH3:13])[CH3:14]. (3) Given the reactants [F:1][C:2]1[CH:7]=[CH:6][C:5]([S:8](Cl)(=[O:10])=[O:9])=[CH:4][CH:3]=1.Cl.[F:13][C@H:14]1[CH2:18][CH2:17][NH:16][C@@H:15]1[C:19]([NH:21][CH2:22][C:23]1[CH:28]=[C:27]([C:29]2[CH:34]=[CH:33][C:32]([C:35]([F:38])([F:37])[F:36])=[C:31]([F:39])[CH:30]=2)[N:26]=[CH:25][N:24]=1)=[O:20], predict the reaction product. The product is: [F:13][C@H:14]1[CH2:18][CH2:17][N:16]([S:8]([C:5]2[CH:6]=[CH:7][C:2]([F:1])=[CH:3][CH:4]=2)(=[O:10])=[O:9])[C@@H:15]1[C:19]([NH:21][CH2:22][C:23]1[CH:28]=[C:27]([C:29]2[CH:34]=[CH:33][C:32]([C:35]([F:37])([F:38])[F:36])=[C:31]([F:39])[CH:30]=2)[N:26]=[CH:25][N:24]=1)=[O:20]. (4) The product is: [ClH:1].[Cl:1][C:2]1[CH:3]=[C:4]([S:8]([N:11]2[C:15]([C:16]3[CH:21]=[CH:20][CH:19]=[CH:18][CH:17]=3)=[CH:14][C:13]([CH2:22][NH:29][CH3:28])=[C:12]2[CH3:24])(=[O:10])=[O:9])[CH:5]=[CH:6][CH:7]=1. Given the reactants [Cl:1][C:2]1[CH:3]=[C:4]([S:8]([N:11]2[C:15]([C:16]3[CH:21]=[CH:20][CH:19]=[CH:18][CH:17]=3)=[CH:14][C:13]([CH:22]=O)=[C:12]2[CH3:24])(=[O:10])=[O:9])[CH:5]=[CH:6][CH:7]=1.[Cl-].C[NH3+].[C:28]([BH3-])#[N:29].[Na+], predict the reaction product.